From a dataset of Reaction yield outcomes from USPTO patents with 853,638 reactions. Predict the reaction yield, written as a fraction of the theoretical maximum amount of product (1.0 means a 100% yield; for example, 0.34 means a 34% yield). (1) The reactants are Br[C:2]1[C:11]2[C:6](=[CH:7][CH:8]=[C:9]([O:12][CH3:13])[CH:10]=2)[C:5]([Cl:14])=[N:4][CH:3]=1.[Li]CCCC.[CH3:20][O:21]N(C)C=O. The catalyst is C1COCC1. The product is [Cl:14][C:5]1[C:6]2[C:11](=[CH:10][C:9]([O:12][CH3:13])=[CH:8][CH:7]=2)[C:2]([CH:20]=[O:21])=[CH:3][N:4]=1. The yield is 0.516. (2) The reactants are [CH3:1][O:2][CH2:3][CH2:4][O:5][C:6]1[CH:10]=[C:9]([C:11]([OH:13])=O)[N:8]([CH3:14])[N:7]=1.O1CCCC1.C(Cl)(=O)C(Cl)=O.[NH2:26][C:27]1[CH:28]=[C:29]([CH:46]=[CH:47][C:48]=1[F:49])[O:30][C:31]1[CH:32]=[CH:33][C:34]2[N:35]([CH:37]=[C:38]([NH:40][C:41]([CH:43]3[CH2:45][CH2:44]3)=[O:42])[N:39]=2)[N:36]=1. The catalyst is CN(C)C=O.CN1CCCC1=O. The product is [CH:43]1([C:41]([NH:40][C:38]2[N:39]=[C:34]3[CH:33]=[CH:32][C:31]([O:30][C:29]4[CH:46]=[CH:47][C:48]([F:49])=[C:27]([NH:26][C:11]([C:9]5[N:8]([CH3:14])[N:7]=[C:6]([O:5][CH2:4][CH2:3][O:2][CH3:1])[CH:10]=5)=[O:13])[CH:28]=4)=[N:36][N:35]3[CH:37]=2)=[O:42])[CH2:44][CH2:45]1. The yield is 0.500. (3) The reactants are S(Cl)([Cl:3])=O.[N+:5]([C:8]1[CH:9]=[C:10]([OH:17])[C:11](=[CH:15][CH:16]=1)[C:12](O)=[O:13])([O-:7])=[O:6]. The catalyst is C(Cl)(Cl)Cl. The product is [OH:17][C:10]1[CH:9]=[C:8]([N+:5]([O-:7])=[O:6])[CH:16]=[CH:15][C:11]=1[C:12]([Cl:3])=[O:13]. The yield is 0.750. (4) The reactants are C(=O)(O)[O-].[Na+].Cl[CH2:7][C:8]1[C:9]([CH3:14])=[N:10][O:11][C:12]=1[CH3:13].[NH2:15][CH2:16][CH2:17][C:18]1[CH:33]=[CH:32][C:21]([O:22][C:23]2[CH:31]=[CH:30][C:26]([C:27]([NH2:29])=[O:28])=[CH:25][N:24]=2)=[CH:20][CH:19]=1.[OH-].[Na+]. The catalyst is CN(C)C=O. The product is [CH3:14][C:9]1[C:8]([CH2:7][NH:15][CH2:16][CH2:17][C:18]2[CH:33]=[CH:32][C:21]([O:22][C:23]3[CH:31]=[CH:30][C:26]([C:27]([NH2:29])=[O:28])=[CH:25][N:24]=3)=[CH:20][CH:19]=2)=[C:12]([CH3:13])[O:11][N:10]=1. The yield is 0.590. (5) The reactants are [H-].[Na+].[CH:3]([C:6]1[NH:7][CH:8]=[CH:9][N:10]=1)([CH3:5])[CH3:4].[Br:11][C:12]1[CH:13]=[N:14][CH:15]=[C:16]([CH2:18]Cl)[CH:17]=1. The catalyst is CN(C=O)C. The product is [Br:11][C:12]1[CH:13]=[N:14][CH:15]=[C:16]([CH2:18][N:7]2[CH:8]=[CH:9][N:10]=[C:6]2[CH:3]([CH3:5])[CH3:4])[CH:17]=1. The yield is 0.810. (6) The reactants are CC([N:5]([CH2:9][CH2:10][CH2:11][N:12]1[C:17](=[O:18])[C:16]2[CH:19]=[N:20][N:21]([CH:22]([CH3:24])[CH3:23])[C:15]=2[N:14]=[C:13]1Cl)C(=O)[O-])(C)C.C(O)(C(F)(F)F)=O. The catalyst is C(Cl)Cl.C(OC(C(F)(F)F)=O)(C(F)(F)F)=O. The product is [CH:22]([N:21]1[C:15]2[NH:14][C:13]3[N:12]([CH2:11][CH2:10][CH2:9][N:5]=3)[C:17](=[O:18])[C:16]=2[CH:19]=[N:20]1)([CH3:23])[CH3:24]. The yield is 0.840. (7) The reactants are [Cl:1][C:2]1[CH:7]=[CH:6][C:5]([C:8]2[N:9]=[C:10]3[CH:15]=[C:14]([CH3:16])[CH:13]=[CH:12][N:11]3[C:17]=2[CH2:18][C:19](O)=[O:20])=[CH:4][CH:3]=1.[N:22]1[CH:27]=[CH:26][CH:25]=[CH:24][C:23]=1[CH2:28][NH:29][CH2:30][CH2:31][O:32][CH3:33]. No catalyst specified. The product is [ClH:1].[CH3:33][O:32][CH2:31][CH2:30][N:29]([CH2:28][C:23]1[CH:24]=[CH:25][CH:26]=[CH:27][N:22]=1)[C:19](=[O:20])[CH2:18][C:17]1[N:11]2[CH:12]=[CH:13][C:14]([CH3:16])=[CH:15][C:10]2=[N:9][C:8]=1[C:5]1[CH:4]=[CH:3][C:2]([Cl:1])=[CH:7][CH:6]=1. The yield is 0.460.